Dataset: Reaction yield outcomes from USPTO patents with 853,638 reactions. Task: Predict the reaction yield, written as a fraction of the theoretical maximum amount of product (1.0 means a 100% yield; for example, 0.34 means a 34% yield). (1) The reactants are [Al+3].[Cl-].[Cl-].[Cl-].C[O:6][C:7]1[CH:14]=[CH:13][CH:12]=[C:11]([O:15]C)[C:8]=1[CH:9]=[O:10]. The catalyst is ClCCl. The product is [OH:6][C:7]1[CH:14]=[CH:13][CH:12]=[C:11]([OH:15])[C:8]=1[CH:9]=[O:10]. The yield is 0.480. (2) The product is [CH:7]1([C:10]2[C:11]([NH:25][C:38]([C:33]3[N:34]([CH3:37])[N:35]=[CH:36][C:32]=3[C:30]([N:26]3[CH2:29][CH2:28][CH2:27]3)=[O:31])=[O:39])=[CH:12][C:13]3[N:14]([CH:16]=[C:17]([C:19]4[CH:20]=[CH:21][CH:22]=[CH:23][CH:24]=4)[N:18]=3)[CH:15]=2)[CH2:9][CH2:8]1. The reactants are CCCP(=O)=O.[CH:7]1([C:10]2[C:11]([NH2:25])=[CH:12][C:13]3[N:14]([CH:16]=[C:17]([C:19]4[CH:24]=[CH:23][CH:22]=[CH:21][CH:20]=4)[N:18]=3)[CH:15]=2)[CH2:9][CH2:8]1.[N:26]1([C:30]([C:32]2[CH:36]=[N:35][N:34]([CH3:37])[C:33]=2[C:38](O)=[O:39])=[O:31])[CH2:29][CH2:28][CH2:27]1.C(N(CC)C(C)C)(C)C. The yield is 0.180. The catalyst is C(OCC)(=O)C. (3) The catalyst is O. The yield is 0.920. The reactants are C([O:3][C:4]([CH2:6][N:7]1[CH:22]=[CH:21][C:11]([NH:12][C:13](=[O:20])[C:14]2[CH:19]=[CH:18][CH:17]=[CH:16][CH:15]=2)=[N:10][C:8]1=[O:9])=[O:5])C.[OH-].[Na+].Cl. The product is [C:4]([CH2:6][N:7]1[CH:22]=[CH:21][C:11]([NH:12][C:13](=[O:20])[C:14]2[CH:15]=[CH:16][CH:17]=[CH:18][CH:19]=2)=[N:10][C:8]1=[O:9])([OH:5])=[O:3]. (4) The reactants are C(OC([N:8]1[CH2:13][CH2:12][N:11]([C:14]2[CH:19]=[CH:18][CH:17]=[C:16]([C:20]3[N:21]=[C:22]4[C:28]([C:29]([C:31]5([CH3:37])[CH2:36][CH2:35][CH2:34][CH2:33][CH2:32]5)=[O:30])=[CH:27][NH:26][C:23]4=[N:24][CH:25]=3)[CH:15]=2)[CH2:10][CH2:9]1)=O)(C)(C)C.C(O)(C(F)(F)F)=O. The catalyst is C(Cl)Cl. The product is [CH3:37][C:31]1([C:29]([C:28]2[C:22]3[C:23](=[N:24][CH:25]=[C:20]([C:16]4[CH:17]=[CH:18][CH:19]=[C:14]([N:11]5[CH2:12][CH2:13][NH:8][CH2:9][CH2:10]5)[CH:15]=4)[N:21]=3)[NH:26][CH:27]=2)=[O:30])[CH2:36][CH2:35][CH2:34][CH2:33][CH2:32]1. The yield is 0.610. (5) The reactants are [Li]CCCC.Br[C:7]1[C:15]2[O:14][CH2:13][O:12][C:11]=2[CH:10]=[CH:9][CH:8]=1.[B:16](OC(C)C)([O:21]C(C)C)[O:17]C(C)C.Cl.[OH-].[Na+]. The catalyst is O1CCCC1. The product is [O:12]1[C:11]2[CH:10]=[CH:9][CH:8]=[C:7]([B:16]([OH:21])[OH:17])[C:15]=2[O:14][CH2:13]1. The yield is 0.690. (6) The reactants are [NH2:1][C:2]1[C:3](=[O:17])[NH:4][C:5](=[S:16])[N:6]([C:9]2[CH:14]=[CH:13][CH:12]=[C:11]([F:15])[CH:10]=2)[C:7]=1[NH2:8].[C:18](O)(=O)C.C(N)=N. The catalyst is CS(C)=O. The product is [F:15][C:11]1[CH:10]=[C:9]([N:6]2[C:7]3[N:8]=[CH:18][NH:1][C:2]=3[C:3](=[O:17])[NH:4][C:5]2=[S:16])[CH:14]=[CH:13][CH:12]=1. The yield is 0.710. (7) The reactants are [CH2:1]([N:3]1[CH2:8][CH2:7][CH2:6][C@H:5]([NH:9]C(=O)C)[CH2:4]1)[CH3:2].[ClH:13]. No catalyst specified. The product is [ClH:13].[CH2:1]([N:3]1[CH2:8][CH2:7][CH2:6][C@H:5]([NH2:9])[CH2:4]1)[CH3:2]. The yield is 0.640.